Dataset: Catalyst prediction with 721,799 reactions and 888 catalyst types from USPTO. Task: Predict which catalyst facilitates the given reaction. (1) Reactant: [C:1]([C:5]1[CH:29]=[CH:28][C:8]([CH2:9][S:10][C:11]2[O:12][C:13]3[C:18]([C:19](=[O:22])[C:20]=2[CH3:21])=[C:17]([O:23]C(C)(C)C)[CH:16]=[CH:15][CH:14]=3)=[CH:7][CH:6]=1)([CH3:4])([CH3:3])[CH3:2].FC(F)(F)C(O)=O. Product: [C:1]([C:5]1[CH:29]=[CH:28][C:8]([CH2:9][S:10][C:11]2[O:12][C:13]3[C:18]([C:19](=[O:22])[C:20]=2[CH3:21])=[C:17]([OH:23])[CH:16]=[CH:15][CH:14]=3)=[CH:7][CH:6]=1)([CH3:2])([CH3:3])[CH3:4]. The catalyst class is: 4. (2) Reactant: [CH3:1][O:2][C:3]1[CH:8]=[CH:7][C:6]([CH2:9][CH2:10][NH:11][C:12]([CH:14]2[CH2:19][CH2:18][CH2:17][CH2:16][CH2:15]2)=O)=[CH:5][CH:4]=1.O=P12OP3(OP(OP(O3)(O1)=O)(=O)O2)=O.P(Cl)(Cl)(Cl)=O. Product: [CH:14]1([C:12]2[C:7]3[C:6](=[CH:5][CH:4]=[C:3]([O:2][CH3:1])[CH:8]=3)[CH2:9][CH2:10][N:11]=2)[CH2:19][CH2:18][CH2:17][CH2:16][CH2:15]1. The catalyst class is: 11. (3) Reactant: [H-].[Na+].[NH:3]1[C:11]2[C:6](=[CH:7][CH:8]=[CH:9][CH:10]=2)[CH:5]=[N:4]1.[CH2:12]([C:20]1[CH:30]=[CH:29][C:23]([O:24][CH2:25][CH:26]2[CH2:28][O:27]2)=[CH:22][CH:21]=1)[CH2:13][CH2:14][CH2:15][CH2:16][CH2:17][CH2:18][CH3:19].[Na+].[Cl-]. Product: [N:3]1([CH2:28][CH:26]([OH:27])[CH2:25][O:24][C:23]2[CH:29]=[CH:30][C:20]([CH2:12][CH2:13][CH2:14][CH2:15][CH2:16][CH2:17][CH2:18][CH3:19])=[CH:21][CH:22]=2)[C:11]2[C:6](=[CH:7][CH:8]=[CH:9][CH:10]=2)[CH:5]=[N:4]1. The catalyst class is: 3. (4) Reactant: Cl.Cl.[N:3]12[CH2:10][CH2:9][CH:6]([CH2:7][CH2:8]1)[C@@H:5]([NH2:11])[CH2:4]2.[Br:12][C:13]1[S:17][C:16]([C:18](O)=[O:19])=[CH:15][CH:14]=1.O.ON1C2C=CC=CC=2N=N1.F[B-](F)(F)F.N1(OC(N(C)C)=[N+](C)C)C2C=CC=CC=2N=N1.C(N(CC)C(C)C)(C)C. Product: [N:3]12[CH2:10][CH2:9][CH:6]([CH2:7][CH2:8]1)[C@@H:5]([NH:11][C:18]([C:16]1[S:17][C:13]([Br:12])=[CH:14][CH:15]=1)=[O:19])[CH2:4]2. The catalyst class is: 9.